This data is from Catalyst prediction with 721,799 reactions and 888 catalyst types from USPTO. The task is: Predict which catalyst facilitates the given reaction. (1) Reactant: [O:1]1[CH2:6][CH2:5][CH:4]([CH2:7][CH2:8][OH:9])[CH2:3][CH2:2]1.[Cr](Cl)([O-])(=O)=O.[NH+]1C=CC=CC=1. Product: [O:1]1[CH2:6][CH2:5][CH:4]([CH2:7][CH:8]=[O:9])[CH2:3][CH2:2]1. The catalyst class is: 4. (2) Reactant: [C:1]12([CH2:8][OH:9])[CH2:7][CH:6]1[CH2:5][CH2:4][CH2:3][CH2:2]2.[Cl:10][C:11]1[C:12](F)=[CH:13][C:14]([F:24])=[C:15]([CH:23]=1)[C:16]([O:18][C:19]([CH3:22])([CH3:21])[CH3:20])=[O:17].C(=O)([O-])[O-].[Cs+].[Cs+]. Product: [C:1]12([CH2:8][O:9][C:12]3[C:11]([Cl:10])=[CH:23][C:15]([C:16]([O:18][C:19]([CH3:20])([CH3:21])[CH3:22])=[O:17])=[C:14]([F:24])[CH:13]=3)[CH2:7][CH:6]1[CH2:5][CH2:4][CH2:3][CH2:2]2. The catalyst class is: 16. (3) Reactant: BrC1[CH:7]=[CH:6][C:5]([CH2:8][CH2:9][O:10][CH2:11][C:12]2[CH:17]=[CH:16][CH:15]=[CH:14][CH:13]=2)=[CH:4][CH:3]=1.C([Li])CCC.CCCCCC.[OH:29][C:30]1[CH:37]=[C:36]([CH3:38])[CH:35]=[C:34]([CH3:39])[C:31]=1[CH:32]=O.[CH2:40]([O:47]CCCC1C=CC(C(O)C2C=CC(C(OC)=O)=CC=2O)=CC=1)C1C=CC=CC=1. Product: [CH2:11]([O:10][CH2:9][CH2:8][C:5]1[CH:6]=[CH:7][C:32]([C:31]2[C:34]([CH3:39])=[C:35]([CH2:40][OH:47])[C:36]([CH3:38])=[CH:37][C:30]=2[OH:29])=[CH:3][CH:4]=1)[C:12]1[CH:17]=[CH:16][CH:15]=[CH:14][CH:13]=1. The catalyst class is: 7. (4) Reactant: Cl[C:2]1[N:7]=[C:6]([N:8]2[CH2:13][CH2:12][CH:11]([CH2:14][NH:15]C(=O)OC(C)(C)C)[CH2:10][CH2:9]2)[CH:5]=[CH:4][N:3]=1.[CH:23]1[C:32]2[C:27](=[CH:28][CH:29]=[CH:30][CH:31]=2)[CH:26]=[CH:25][C:24]=1B(O)O.C([O-])([O-])=O.[K+].[K+].C(P(C(C)(C)C)C(C)(C)C)(C)(C)C. Product: [CH:31]1[C:32]2[C:27](=[CH:26][CH:25]=[CH:24][CH:23]=2)[CH:28]=[CH:29][C:30]=1[C:2]1[N:7]=[C:6]([N:8]2[CH2:9][CH2:10][CH:11]([CH2:14][NH2:15])[CH2:12][CH2:13]2)[CH:5]=[CH:4][N:3]=1. The catalyst class is: 62. (5) Reactant: F[C:2]1[CH:7]=[C:6]([Br:8])[CH:5]=[CH:4][C:3]=1[N+:9]([O-])=O.C(=O)([O-])[O-].[K+].[K+].[NH2:18][C:19]1[CH:24]=[CH:23][CH:22]=[CH:21][CH:20]=1. Product: [Br:8][C:6]1[CH:7]=[C:2]([NH:18][C:19]2[CH:24]=[CH:23][CH:22]=[CH:21][CH:20]=2)[C:3]([NH2:9])=[CH:4][CH:5]=1. The catalyst class is: 16. (6) The catalyst class is: 9. Reactant: [H-].[Na+].[Br:3][C:4]1[CH:5]=[C:6]([C:12]2[N:16]=[C:15]([C:17]([O:19][CH2:20][CH3:21])=[O:18])[O:14][N:13]=2)[CH:7]=[C:8]([Br:11])[C:9]=1[OH:10].[CH3:22][O:23][C:24]1[CH:31]=[CH:30][C:27]([CH2:28]Cl)=[CH:26][CH:25]=1.O. Product: [Br:3][C:4]1[CH:5]=[C:6]([C:12]2[N:16]=[C:15]([C:17]([O:19][CH2:20][CH3:21])=[O:18])[O:14][N:13]=2)[CH:7]=[C:8]([Br:11])[C:9]=1[O:10][CH2:28][C:27]1[CH:30]=[CH:31][C:24]([O:23][CH3:22])=[CH:25][CH:26]=1. (7) Reactant: [NH2:1][C:2]1[C:7]2=[C:8]([C:14]3[CH:19]=[CH:18][C:17]([N+:20]([O-:22])=[O:21])=[CH:16][CH:15]=3)[C:9]([C:11](O)=[O:12])=[CH:10][N:6]2[N:5]=[CH:4][N:3]=1.Cl.[F:24][C:25]([F:29])([F:28])[CH2:26][NH2:27].C(N(CC)CC)C.C1COCC1. Product: [NH2:1][C:2]1[C:7]2=[C:8]([C:14]3[CH:15]=[CH:16][C:17]([N+:20]([O-:22])=[O:21])=[CH:18][CH:19]=3)[C:9]([C:11]([NH:27][CH2:26][C:25]([F:29])([F:28])[F:24])=[O:12])=[CH:10][N:6]2[N:5]=[CH:4][N:3]=1. The catalyst class is: 309. (8) Reactant: NC1C(F)=C(C=CC=1Cl)CC1(C(OC(C)(C)C)=O)CC1.[NH2:21][C:22]1[C:23]([F:40])=[C:24]([C:36]([Cl:39])=[CH:37][CH:38]=1)[CH2:25][C:26]1([C:29]([O:31][C:32]([CH3:35])([CH3:34])[CH3:33])=[O:30])[CH2:28][CH2:27]1.C1COCC1.[Cl:46][C:47]1[CH:52]=[CH:51][C:50]([C@H:53]([C@@H:57]([CH3:62])[C:58]([F:61])([F:60])[F:59])[C:54](Cl)=[O:55])=[CH:49][CH:48]=1. Product: [Cl:39][C:36]1[C:24]([CH2:25][C:26]2([C:29]([O:31][C:32]([CH3:35])([CH3:34])[CH3:33])=[O:30])[CH2:28][CH2:27]2)=[C:23]([F:40])[C:22]([NH:21][C:54](=[O:55])[C@H:53]([C:50]2[CH:49]=[CH:48][C:47]([Cl:46])=[CH:52][CH:51]=2)[C@@H:57]([CH3:62])[C:58]([F:59])([F:60])[F:61])=[CH:38][CH:37]=1. The catalyst class is: 6. (9) Reactant: [CH2:1]([N:8]1[CH2:12][CH:11]([C:13]2[CH:18]=[CH:17][CH:16]=[C:15]([Cl:19])[CH:14]=2)[CH:10]([NH:20][CH3:21])[CH2:9]1)[C:2]1[CH:7]=[CH:6][CH:5]=[CH:4][CH:3]=1.Br[CH2:23][C:24]1[CH:29]=[CH:28][C:27]([C:30]([F:33])([F:32])[F:31])=[C:26]([F:34])[CH:25]=1.CCN(CC)CC. Product: [CH2:1]([N:8]1[CH2:12][CH:11]([C:13]2[CH:18]=[CH:17][CH:16]=[C:15]([Cl:19])[CH:14]=2)[CH:10]([N:20]([CH2:23][C:24]2[CH:29]=[CH:28][C:27]([C:30]([F:31])([F:32])[F:33])=[C:26]([F:34])[CH:25]=2)[CH3:21])[CH2:9]1)[C:2]1[CH:7]=[CH:6][CH:5]=[CH:4][CH:3]=1. The catalyst class is: 1. (10) Reactant: [OH:1][C:2]1[CH:11]=[C:10]2[C:5]([CH2:6][CH2:7][NH:8][C:9]2=[O:12])=[CH:4][CH:3]=1.Cl[CH2:14][CH2:15][CH2:16][N:17]1[CH2:21][CH2:20][CH2:19][CH2:18]1. Product: [N:17]1([CH2:16][CH2:15][CH2:14][O:1][C:2]2[CH:11]=[C:10]3[C:5]([CH2:6][CH2:7][NH:8][C:9]3=[O:12])=[CH:4][CH:3]=2)[CH2:21][CH2:20][CH2:19][CH2:18]1. The catalyst class is: 3.